This data is from Peptide-MHC class I binding affinity with 185,985 pairs from IEDB/IMGT. The task is: Regression. Given a peptide amino acid sequence and an MHC pseudo amino acid sequence, predict their binding affinity value. This is MHC class I binding data. (1) The peptide sequence is EVHTWTEQYK. The MHC is HLA-A68:01 with pseudo-sequence YYAMYRNNVAQTDVDTLYIMYRDYTWAVWAYTWY. The binding affinity (normalized) is 0.748. (2) The peptide sequence is LPRPDTRHL. The MHC is HLA-B51:01 with pseudo-sequence HLA-B51:01. The binding affinity (normalized) is 0.0851. (3) The peptide sequence is KEKGGLEGL. The MHC is HLA-A02:01 with pseudo-sequence HLA-A02:01. The binding affinity (normalized) is 0.0108. (4) The peptide sequence is VIADYNYKL. The MHC is HLA-A02:06 with pseudo-sequence HLA-A02:06. The binding affinity (normalized) is 0.608. (5) The peptide sequence is IMFMLIFNVK. The MHC is HLA-A03:01 with pseudo-sequence HLA-A03:01. The binding affinity (normalized) is 0.533.